This data is from Full USPTO retrosynthesis dataset with 1.9M reactions from patents (1976-2016). The task is: Predict the reactants needed to synthesize the given product. Given the product [ClH:13].[NH2:14][CH:35]1[CH2:34][CH2:33][CH2:32][CH2:31][N:30]1[C:23]1[C:24]2[O:28][CH:27]=[CH:26][C:25]=2[CH:29]=[C:21]([NH:20][S:10]([C:4]2[CH:5]=[C:6]([CH3:9])[CH:7]=[CH:8][C:3]=2[O:2][CH3:1])(=[O:12])=[O:11])[CH:22]=1, predict the reactants needed to synthesize it. The reactants are: [CH3:1][O:2][C:3]1[CH:8]=[CH:7][C:6]([CH3:9])=[CH:5][C:4]=1[S:10]([Cl:13])(=[O:12])=[O:11].[N:14]1C=CC=CC=1.[NH2:20][C:21]1[CH:22]=[C:23]([N:30]2[CH2:35][CH2:34][CH:33](NC(=O)OC(C)(C)C)[CH2:32][CH2:31]2)[C:24]2[O:28][CH:27]=[CH:26][C:25]=2[CH:29]=1.